This data is from Full USPTO retrosynthesis dataset with 1.9M reactions from patents (1976-2016). The task is: Predict the reactants needed to synthesize the given product. (1) Given the product [C:1]([CH:3]1[CH2:4][N:5]([C:7](=[O:42])[C@H:8]([NH:10][C:11]([C:13]2[C:21]3[C:16](=[N:17][CH:18]=[C:19]([C:22]4[C:30]5[CH2:29][C:28]([CH3:31])([CH3:32])[CH2:27][CH2:26][C:25]=5[N:24]([CH3:33])[N:23]=4)[N:20]=3)[NH:15][CH:14]=2)=[O:12])[CH3:9])[CH2:6]1)#[N:2], predict the reactants needed to synthesize it. The reactants are: [C:1]([CH:3]1[CH2:6][N:5]([C:7](=[O:42])[C@H:8]([NH:10][C:11]([C:13]2[C:21]3[C:16](=[N:17][CH:18]=[C:19]([C:22]4[C:30]5[CH2:29][C:28]([CH3:32])([CH3:31])[CH2:27][CH2:26][C:25]=5[N:24]([CH3:33])[N:23]=4)[N:20]=3)[N:15](COCC[Si](C)(C)C)[CH:14]=2)=[O:12])[CH3:9])[CH2:4]1)#[N:2].FC(F)(F)C(O)=O.C(N)CN. (2) Given the product [NH3:16].[S:1]1[C:5]2[CH:6]=[CH:7][CH:8]=[CH:9][C:4]=2[C:3]([CH2:10][C:11]([N:41]2[CH2:42][CH:43]3[CH:39]([C:38]3([C:44]3[CH:45]=[C:46]([NH:50][S:51]([CH3:54])(=[O:53])=[O:52])[CH:47]=[CH:48][CH:49]=3)[CH3:37])[CH2:40]2)=[O:13])=[CH:2]1, predict the reactants needed to synthesize it. The reactants are: [S:1]1[C:5]2[CH:6]=[CH:7][CH:8]=[CH:9][C:4]=2[C:3]([CH2:10][C:11]([OH:13])=O)=[CH:2]1.O.O[N:16]1C2C=CC=CC=2N=N1.Cl.CN(C)CCCN=C=NCC.[CH3:37][C:38]1([C:44]2[CH:45]=[C:46]([NH:50][S:51]([CH3:54])(=[O:53])=[O:52])[CH:47]=[CH:48][CH:49]=2)[CH:43]2[CH:39]1[CH2:40][NH:41][CH2:42]2.C(N(CC)CC)C. (3) Given the product [CH:9]1([C:4]2[CH:5]=[CH:6][CH:7]=[CH:8][C:3]=2[C:2]([F:1])([F:15])[F:16])[CH2:10][CH2:11][CH2:12][CH2:13]1, predict the reactants needed to synthesize it. The reactants are: [F:1][C:2]([F:16])([F:15])[C:3]1[CH:8]=[CH:7][CH:6]=[CH:5][C:4]=1[C:9]1(O)[CH2:13][CH2:12][CH2:11][CH2:10]1.[H][H]. (4) Given the product [F:1][C:2]1[CH:3]=[C:4](/[CH:8]=[CH:9]/[CH:10]=[O:11])[CH:5]=[CH:6][CH:7]=1, predict the reactants needed to synthesize it. The reactants are: [F:1][C:2]1[CH:3]=[C:4](/[CH:8]=[CH:9]/[CH2:10][OH:11])[CH:5]=[CH:6][CH:7]=1. (5) The reactants are: [F-].C([N+](CCCC)(CCCC)CCCC)CCC.[Si]([O:26][CH:27]1[CH2:32][CH2:31][C:30]([CH3:38])([C:33]([O:35][CH2:36][CH3:37])=[O:34])[CH2:29][CH2:28]1)(C(C)(C)C)(C)C. Given the product [OH:26][CH:27]1[CH2:28][CH2:29][C:30]([CH3:38])([C:33]([O:35][CH2:36][CH3:37])=[O:34])[CH2:31][CH2:32]1, predict the reactants needed to synthesize it. (6) Given the product [CH2:29]([C:14]1[C:11]2[C:12](=[O:13])[N:7]([CH2:6][CH2:5][CH2:4][OH:3])[C:8](=[O:37])[N:9]([CH3:36])[C:10]=2[CH:17]=[N:16][C:15]=1[C:18]1[CH:23]=[CH:22][CH:21]=[C:20]([O:24][C:25]([F:28])([F:27])[F:26])[CH:19]=1)[C:30]1[CH:35]=[CH:34][CH:33]=[CH:32][CH:31]=1, predict the reactants needed to synthesize it. The reactants are: C([O:3][CH2:4][CH2:5][CH2:6][N:7]1[C:12](=[O:13])[C:11]2[C:14]([CH2:29][C:30]3[CH:35]=[CH:34][CH:33]=[CH:32][CH:31]=3)=[C:15]([C:18]3[CH:23]=[CH:22][CH:21]=[C:20]([O:24][C:25]([F:28])([F:27])[F:26])[CH:19]=3)[N:16]=[CH:17][C:10]=2[N:9]([CH3:36])[C:8]1=[O:37])=O.O[Li].O.